This data is from Forward reaction prediction with 1.9M reactions from USPTO patents (1976-2016). The task is: Predict the product of the given reaction. (1) The product is: [CH3:1][O:2][C:3]1[C:13]2=[C:14]3[C:6]([CH:7]=[CH:8][CH:9]=[C:10]3[CH2:11][CH:12]2[N:32]2[CH2:33][CH2:34][CH:29]([N:22]3[C:23]4[C:28](=[CH:27][CH:26]=[CH:25][CH:24]=4)[CH:20]([CH2:19][C:18]([NH:17][CH3:16])=[O:36])[C:21]3=[O:35])[CH2:30][CH2:31]2)=[CH:5][CH:4]=1. Given the reactants [CH3:1][O:2][C:3]1[C:13]2=[C:14]3[C:6]([CH:7]=[CH:8][CH:9]=[C:10]3[CH2:11][C:12]2=O)=[CH:5][CH:4]=1.[CH3:16][NH:17][C:18](=[O:36])[CH2:19][CH:20]1[C:28]2[C:23](=[CH:24][CH:25]=[CH:26][CH:27]=2)[N:22]([CH:29]2[CH2:34][CH2:33][NH:32][CH2:31][CH2:30]2)[C:21]1=[O:35].C([BH3-])#N.[Na+], predict the reaction product. (2) Given the reactants [F:1][CH:2]1[CH2:7][C:6]([F:9])([F:8])[C@:5]([C:11]2[CH:16]=[CH:15][CH:14]=[CH:13][C:12]=2[F:17])([CH3:10])[NH:4][C:3]1=[O:18].[C:19](O[C:19]([O:21][C:22]([CH3:25])([CH3:24])[CH3:23])=[O:20])([O:21][C:22]([CH3:25])([CH3:24])[CH3:23])=[O:20], predict the reaction product. The product is: [F:8][C:6]1([F:9])[CH2:7][CH:2]([F:1])[C:3](=[O:18])[N:4]([C:19]([O:21][C:22]([CH3:25])([CH3:24])[CH3:23])=[O:20])[C@@:5]1([C:11]1[CH:16]=[CH:15][CH:14]=[CH:13][C:12]=1[F:17])[CH3:10]. (3) Given the reactants Cl.[S:2]1[C:6]([C@H:7]2[NH:12][CH2:11][C@H:10]([N:13]([O:17][CH2:18][C:19]3[CH:24]=[CH:23][CH:22]=[CH:21][CH:20]=3)[C:14](Cl)=[O:15])[CH2:9][CH2:8]2)=[N:5][CH:4]=[N:3]1, predict the reaction product. The product is: [CH2:18]([O:17][N:13]1[C:14](=[O:15])[N:12]2[CH2:11][C@H:10]1[CH2:9][CH2:8][C@H:7]2[C:6]1[S:2][N:3]=[CH:4][N:5]=1)[C:19]1[CH:24]=[CH:23][CH:22]=[CH:21][CH:20]=1. (4) Given the reactants Br[C:2]1[CH:7]=[CH:6][C:5]([F:8])=[CH:4][N:3]=1.C[Si]([C:13]#[CH:14])(C)C.[F-].C([N+](CCCC)(CCCC)CCCC)CCC.[Cl:33][C:34]1[CH:35]=[C:36](I)[C:37]([OH:52])=[C:38]([CH2:40][N:41]2[C:45]([CH3:46])=[CH:44][C:43]([C:47]([O:49][CH2:50][CH3:51])=[O:48])=[N:42]2)[CH:39]=1, predict the reaction product. The product is: [Cl:33][C:34]1[CH:39]=[C:38]([CH2:40][N:41]2[C:45]([CH3:46])=[CH:44][C:43]([C:47]([O:49][CH2:50][CH3:51])=[O:48])=[N:42]2)[C:37]2[O:52][C:14]([C:2]3[CH:7]=[CH:6][C:5]([F:8])=[CH:4][N:3]=3)=[CH:13][C:36]=2[CH:35]=1.